This data is from NCI-60 drug combinations with 297,098 pairs across 59 cell lines. The task is: Regression. Given two drug SMILES strings and cell line genomic features, predict the synergy score measuring deviation from expected non-interaction effect. Drug 1: C1=CN(C(=O)N=C1N)C2C(C(C(O2)CO)O)O.Cl. Drug 2: C1CN1C2=NC(=NC(=N2)N3CC3)N4CC4. Cell line: KM12. Synergy scores: CSS=27.6, Synergy_ZIP=-3.46, Synergy_Bliss=-0.772, Synergy_Loewe=-2.74, Synergy_HSA=2.66.